From a dataset of Full USPTO retrosynthesis dataset with 1.9M reactions from patents (1976-2016). Predict the reactants needed to synthesize the given product. (1) Given the product [Cl:21][C:14]1[CH:15]=[C:16]([C:19]#[N:20])[CH:17]=[CH:18][C:13]=1[C:5]1([C:3]([OH:4])=[O:2])[N:9]2[CH:10]=[N:11][CH:12]=[C:8]2[CH2:7][CH2:6]1, predict the reactants needed to synthesize it. The reactants are: C[O:2][C:3]([C:5]1([C:13]2[CH:18]=[CH:17][C:16]([C:19]#[N:20])=[CH:15][C:14]=2[Cl:21])[N:9]2[CH:10]=[N:11][CH:12]=[C:8]2[CH2:7][CH2:6]1)=[O:4].Cl. (2) The reactants are: [Cl:1][C:2]1[CH:3]=[N:4][C:5]2[N:6]([N:8]=[C:9]([C:11]([OH:13])=O)[CH:10]=2)[CH:7]=1.[CH3:14][O:15][C:16]1[CH:17]=[C:18]2[C:23](=[CH:24][CH:25]=1)[N:22]([CH3:26])[NH:21][CH2:20][CH2:19]2. Given the product [Cl:1][C:2]1[CH:3]=[N:4][C:5]2[N:6]([N:8]=[C:9]([C:11]([N:21]3[CH2:20][CH2:19][C:18]4[C:23](=[CH:24][CH:25]=[C:16]([O:15][CH3:14])[CH:17]=4)[N:22]3[CH3:26])=[O:13])[CH:10]=2)[CH:7]=1, predict the reactants needed to synthesize it.